Dataset: Catalyst prediction with 721,799 reactions and 888 catalyst types from USPTO. Task: Predict which catalyst facilitates the given reaction. Reactant: [F:1][C:2]([F:20])([F:19])[C:3]1[CH:8]=[CH:7][C:6]([CH:9]2[C:18]3[C:13](=[CH:14][CH:15]=[CH:16][CH:17]=3)[CH2:12][CH2:11][NH:10]2)=[CH:5][CH:4]=1.CCN(C(C)C)C(C)C.Cl[C:31]([O:33][C:34]1[CH:39]=[CH:38][C:37]([N+:40]([O-:42])=[O:41])=[CH:36][CH:35]=1)=[O:32].O. Product: [F:20][C:2]([F:1])([F:19])[C:3]1[CH:4]=[CH:5][C:6]([CH:9]2[C:18]3[C:13](=[CH:14][CH:15]=[CH:16][CH:17]=3)[CH2:12][CH2:11][N:10]2[C:31]([O:33][C:34]2[CH:35]=[CH:36][C:37]([N+:40]([O-:42])=[O:41])=[CH:38][CH:39]=2)=[O:32])=[CH:7][CH:8]=1. The catalyst class is: 2.